Dataset: Full USPTO retrosynthesis dataset with 1.9M reactions from patents (1976-2016). Task: Predict the reactants needed to synthesize the given product. (1) Given the product [Br:18][C:16]1[CH:15]=[CH:14][C:13]([F:19])=[C:12]([C:7]([NH:6][C:3](=[O:4])[CH2:2][Cl:1])([CH2:8][OH:9])[CH2:10][OH:11])[CH:17]=1, predict the reactants needed to synthesize it. The reactants are: [Cl:1][CH2:2][C:3](Cl)=[O:4].[NH2:6][C:7]([C:12]1[CH:17]=[C:16]([Br:18])[CH:15]=[CH:14][C:13]=1[F:19])([CH2:10][OH:11])[CH2:8][OH:9].C([O-])([O-])=O.[K+].[K+].CO. (2) Given the product [CH2:1]([O:2][C:3]([C:5]1[CH:6]=[C:7]2[C:12](=[CH:13][CH:14]=1)[NH:11][CH:10]([C:15]1[CH:16]=[C:17]([N:31]3[CH2:32][CH2:33][N:28]([CH:25]([CH3:27])[CH3:26])[CH2:29][CH2:30]3)[CH:18]=[C:19]([F:21])[CH:20]=1)[C:9]([CH3:24])([CH3:23])[CH2:8]2)=[O:4])[CH3:35], predict the reactants needed to synthesize it. The reactants are: [CH3:1][O:2][C:3]([C:5]1[CH:6]=[C:7]2[C:12](=[CH:13][CH:14]=1)[NH:11][CH:10]([C:15]1[CH:20]=[C:19]([F:21])[CH:18]=[C:17](Br)[CH:16]=1)[C:9]([CH3:24])([CH3:23])[CH2:8]2)=[O:4].[CH:25]([N:28]1[CH2:33][CH2:32][NH:31][CH2:30][CH2:29]1)([CH3:27])[CH3:26].N1CCC[C@H:35]1C(O)=O.[OH-].[K+].[Cl-].[NH4+]. (3) Given the product [CH3:2][O:3][C:4]([C:6]1[N:14]=[C:13]2[C:9]([N:10]=[CH:11][NH:12]2)=[C:8]([NH:15][CH2:16][CH:17]([C:24]2[CH:29]=[CH:28][CH:27]=[CH:26][CH:25]=2)[C:18]2[CH:19]=[CH:20][CH:21]=[CH:22][CH:23]=2)[N:7]=1)=[O:5], predict the reactants needed to synthesize it. The reactants are: Cl.[CH3:2][O:3][C:4]([C:6]1[N:14]=[C:13]2[C:9]([N:10]=[CH:11][NH:12]2)=[C:8]([NH:15][CH2:16][CH:17]([C:24]2[CH:29]=[CH:28][CH:27]=[CH:26][CH:25]=2)[C:18]2[CH:23]=[CH:22][CH:21]=[CH:20][CH:19]=2)[N:7]=1)=[O:5].C/C(/O[Si](C)(C)C)=N\[Si](C)(C)C.